Dataset: Reaction yield outcomes from USPTO patents with 853,638 reactions. Task: Predict the reaction yield, written as a fraction of the theoretical maximum amount of product (1.0 means a 100% yield; for example, 0.34 means a 34% yield). (1) The reactants are Br[CH2:2][C:3]([O:5][CH2:6][CH3:7])=[O:4].[Cl:8][C:9]1[N:14]=[C:13](/[C:15](=[N:17]/[S@@:18]([C:20]([CH3:23])([CH3:22])[CH3:21])=[O:19])/[CH3:16])[C:12]([F:24])=[CH:11][CH:10]=1.C(O)C. The catalyst is O1CCCC1.[Zn].[Cu]Cl. The product is [Cl:8][C:9]1[N:14]=[C:13]([C@:15]([NH:17][S@@:18]([C:20]([CH3:23])([CH3:22])[CH3:21])=[O:19])([CH3:16])[CH2:2][C:3]([O:5][CH2:6][CH3:7])=[O:4])[C:12]([F:24])=[CH:11][CH:10]=1. The yield is 0.549. (2) The reactants are Br[C:2]1[CH:3]=[C:4]([Cl:16])[C:5]([NH:8][C:9]2[CH:14]=[CH:13][C:12]([Cl:15])=[CH:11][CH:10]=2)=[N:6][CH:7]=1.[CH:17]([C:20]1[NH:21][CH:22]=[CH:23][N:24]=1)([CH3:19])[CH3:18].C(=NO)C1C(=CC=CC=1)O.C(=O)([O-])[O-].[Cs+].[Cs+]. The catalyst is CC#N.[Cu]I. The product is [Cl:16][C:4]1[C:5]([NH:8][C:9]2[CH:14]=[CH:13][C:12]([Cl:15])=[CH:11][CH:10]=2)=[N:6][CH:7]=[C:2]([N:21]2[CH:22]=[CH:23][N:24]=[C:20]2[CH:17]([CH3:19])[CH3:18])[CH:3]=1. The yield is 0.210. (3) The reactants are CS([O-])(=O)=O.[C:6]([CH2:8][C@H:9]([NH3+:12])[CH2:10][CH3:11])#[N:7].CCN(C(C)C)C(C)C.Cl[C:23]([O:25][CH:26]([CH3:28])[CH3:27])=[O:24]. The catalyst is ClCCl. The product is [CH:26]([O:25][C:23](=[O:24])[NH:12][C@H:9]([CH2:10][CH3:11])[CH2:8][C:6]#[N:7])([CH3:28])[CH3:27]. The yield is 0.950. (4) The reactants are [F:1][C:2]([F:20])([CH2:16][CH2:17][CH:18]=C)[CH2:3][CH2:4][O:5][CH2:6][CH2:7][CH2:8][CH2:9][C:10]1[CH:15]=[CH:14][CH:13]=[CH:12][CH:11]=1.I([O-])(=O)(=O)=[O:22].[Na+]. The catalyst is C1COCC1.O.[Os](=O)(=O)(=O)=O. The product is [F:1][C:2]([F:20])([CH2:3][CH2:4][O:5][CH2:6][CH2:7][CH2:8][CH2:9][C:10]1[CH:15]=[CH:14][CH:13]=[CH:12][CH:11]=1)[CH2:16][CH2:17][CH:18]=[O:22]. The yield is 0.810. (5) The reactants are [CH2:1]([O:8][C@@H:9]1[C@@H:17]([CH:18]=[O:19])[O:16][C@H:15]2[C@H:11]([N:12]=[C:13]([N:20]([CH3:28])[C:21](=[O:27])[O:22][C:23]([CH3:26])([CH3:25])[CH3:24])[S:14]2)[C@@H:10]1[F:29])[C:2]1[CH:7]=[CH:6][CH:5]=[CH:4][CH:3]=1.[Si]([C:34]([F:37])([F:36])[F:35])(C)(C)C.CCCC[N+](CCCC)(CCCC)CCCC.[F-]. The catalyst is C1COCC1.CCOC(C)=O.[Cl-].[Na+].O. The product is [CH2:1]([O:8][C@@H:9]1[C@@H:17]([C@H:18]([OH:19])[C:34]([F:37])([F:36])[F:35])[O:16][C@H:15]2[C@H:11]([N:12]=[C:13]([N:20]([CH3:28])[C:21](=[O:27])[O:22][C:23]([CH3:24])([CH3:25])[CH3:26])[S:14]2)[C@@H:10]1[F:29])[C:2]1[CH:3]=[CH:4][CH:5]=[CH:6][CH:7]=1. The yield is 0.340. (6) The reactants are [Cl:1][C:2]1[CH:7]=[CH:6][C:5]([C:8]2([OH:28])[C:16]3[C:11](=[CH:12][CH:13]=[CH:14][CH:15]=3)[C:10](=[O:17])[N:9]2[CH2:18][C:19]2[CH:24]=[CH:23][C:22]([N+:25]([O-:27])=[O:26])=[CH:21][CH:20]=2)=[CH:4][CH:3]=1.[OH:29][CH2:30][C:31]([CH3:35])([CH2:33]O)[CH3:32]. No catalyst specified. The product is [Cl:1][C:2]1[CH:7]=[CH:6][C:5]([C:8]2([O:28][CH2:32][C:31]([CH3:35])([CH3:33])[CH2:30][OH:29])[C:16]3[C:11](=[CH:12][CH:13]=[CH:14][CH:15]=3)[C:10](=[O:17])[N:9]2[CH2:18][C:19]2[CH:24]=[CH:23][C:22]([N+:25]([O-:27])=[O:26])=[CH:21][CH:20]=2)=[CH:4][CH:3]=1. The yield is 0.550.